This data is from Reaction yield outcomes from USPTO patents with 853,638 reactions. The task is: Predict the reaction yield, written as a fraction of the theoretical maximum amount of product (1.0 means a 100% yield; for example, 0.34 means a 34% yield). The reactants are Cl.Cl.[N:3]1[N:4]=[C:5]([C:12]2[CH:21]=[CH:20][C:19]3[C:14](=[C:15]([O:22][CH2:23][C:24]4([F:30])[CH2:29][CH2:28][NH:27][CH2:26][CH2:25]4)[CH:16]=[CH:17][CH:18]=3)[N:13]=2)[N:6]2[CH:11]=[CH:10][CH:9]=[CH:8][C:7]=12.CN(C=O)C.Br[CH2:37][C:38]([NH2:40])=[O:39]. The catalyst is C1COCC1.ClCCl.C([O-])(O)=O.[Na+].O. The product is [N:3]1[N:4]=[C:5]([C:12]2[CH:21]=[CH:20][C:19]3[C:14](=[C:15]([O:22][CH2:23][C:24]4([F:30])[CH2:29][CH2:28][N:27]([CH2:37][C:38]([NH2:40])=[O:39])[CH2:26][CH2:25]4)[CH:16]=[CH:17][CH:18]=3)[N:13]=2)[N:6]2[CH:11]=[CH:10][CH:9]=[CH:8][C:7]=12. The yield is 0.290.